This data is from Catalyst prediction with 721,799 reactions and 888 catalyst types from USPTO. The task is: Predict which catalyst facilitates the given reaction. (1) Product: [CH3:1][O:2][C:3]1[CH:15]=[CH:14][C:13]2[C:12]3[C:7](=[CH:8][C:9]([O:16][CH3:17])=[CH:10][CH:11]=3)[C:6](=[CH:18][C:19]([NH:21][CH2:22][CH2:23][CH2:24][CH2:25][CH2:26][C:27]([NH:48][C:47]3[CH:46]=[CH:45][CH:44]=[CH:43][C:51]=3[NH2:50])=[O:28])=[O:20])[C:5]=2[CH:4]=1. Reactant: [CH3:1][O:2][C:3]1[CH:15]=[CH:14][C:13]2[C:12]3[C:7](=[CH:8][C:9]([O:16][CH3:17])=[CH:10][CH:11]=3)[C:6](=[CH:18][C:19]([NH:21][CH2:22][CH2:23][CH2:24][CH2:25][CH2:26][C:27](O)=[O:28])=[O:20])[C:5]=2[CH:4]=1.Cl.C(N=C=NCCCN(C)C)C.O[C:43]1[C:51]2[N:50]=N[NH:48][C:47]=2[CH:46]=[CH:45][CH:44]=1.C(N(CC)CC)C.C1(N)C=CC=CC=1N. The catalyst class is: 650. (2) Reactant: [CH3:1][C:2]([CH3:59])([CH2:10][C:11]([O:13][C@H:14]1[CH2:31][CH2:30][C@@:29]2([CH3:32])[C@@H:16]([CH2:17][CH2:18][C@:19]3([CH3:56])[C@@H:28]2[CH2:27][CH2:26][C@H:25]2[C@@:20]3([CH3:55])[CH2:21][CH2:22][C@@:23]3(/[CH:40]=[CH:41]/[C:42]([NH:44][C:45]4([C:48]5[CH:53]=[CH:52][CH:51]=[C:50]([Cl:54])[CH:49]=5)[CH2:47][CH2:46]4)=[O:43])[CH2:35][C:34](=[O:36])[C:33]([CH:37]([CH3:39])[CH3:38])=[C:24]32)[C:15]1([CH3:58])[CH3:57])=[O:12])[C:3]([O:5]C(C)(C)C)=[O:4].C(O)(C(F)(F)F)=O. Product: [Cl:54][C:50]1[CH:49]=[C:48]([C:45]2([NH:44][C:42](=[O:43])/[CH:41]=[CH:40]/[C@:23]34[CH2:35][C:34](=[O:36])[C:33]([CH:37]([CH3:38])[CH3:39])=[C:24]3[C@@H:25]3[C@@:20]([CH3:55])([CH2:21][CH2:22]4)[C@@:19]4([CH3:56])[C@@H:28]([C@:29]5([CH3:32])[C@@H:16]([CH2:17][CH2:18]4)[C:15]([CH3:58])([CH3:57])[C@@H:14]([O:13][C:11](=[O:12])[CH2:10][C:2]([CH3:1])([CH3:59])[C:3]([OH:5])=[O:4])[CH2:31][CH2:30]5)[CH2:27][CH2:26]3)[CH2:47][CH2:46]2)[CH:53]=[CH:52][CH:51]=1. The catalyst class is: 4. (3) Reactant: Cl[C:2]1[CH:7]=[C:6]([CH3:8])[N:5]=[C:4]([NH:9][C:10](=[NH:20])[NH:11][C:12]2[CH:17]=[CH:16][C:15]([Cl:18])=[C:14]([Cl:19])[CH:13]=2)[N:3]=1.C([O-])([O-])=O.[K+].[K+].[OH:27][C:28]1[CH:29]=[N:30][CH:31]=[CH:32][CH:33]=1. Product: [Cl:19][C:14]1[CH:13]=[C:12]([NH:11][C:10]([NH:9][C:4]2[N:3]=[C:2]([O:27][C:28]3[CH:29]=[N:30][CH:31]=[CH:32][CH:33]=3)[CH:7]=[C:6]([CH3:8])[N:5]=2)=[NH:20])[CH:17]=[CH:16][C:15]=1[Cl:18]. The catalyst class is: 23. (4) Reactant: C(OC([NH:8][CH2:9][C:10]1[CH:11]=[C:12]([CH:16]=[CH:17][CH:18]=1)[C:13]([OH:15])=O)=O)(C)(C)C.C(Cl)CCl.[CH2:23]([CH2:25][NH2:26])[OH:24]. Product: [NH2:8][CH2:9][C:10]1[CH:11]=[C:12]([CH:16]=[CH:17][CH:18]=1)[C:13]([NH:26][CH2:25][CH2:23][OH:24])=[O:15]. The catalyst class is: 166. (5) Reactant: CCN(C(C)C)C(C)C.Cl.Cl.[Br:12][C:13]1[N:17]2[N:18]=[C:19]([N:22]3[CH2:27][CH2:26][NH:25][CH2:24][CH2:23]3)[CH:20]=[CH:21][C:16]2=[N:15][CH:14]=1.[C:28](Cl)(=[O:33])[C:29]([CH3:32])([CH3:31])[CH3:30]. Product: [Br:12][C:13]1[N:17]2[N:18]=[C:19]([N:22]3[CH2:23][CH2:24][N:25]([C:28](=[O:33])[C:29]([CH3:32])([CH3:31])[CH3:30])[CH2:26][CH2:27]3)[CH:20]=[CH:21][C:16]2=[N:15][CH:14]=1. The catalyst class is: 13.